Dataset: Retrosynthesis with 50K atom-mapped reactions and 10 reaction types from USPTO. Task: Predict the reactants needed to synthesize the given product. Given the product Cc1cc(C(=O)O[C@H]2CC[C@H](c3ccc(CN(C)C)cc3)CC2)ccc1Cl, predict the reactants needed to synthesize it. The reactants are: CN(C)Cc1ccc([C@H]2CC[C@H](O)CC2)cc1.Cc1cc(C(=O)O)ccc1Cl.